Task: Binary Classification. Given two protein amino acid sequences, predict whether they physically interact or not.. Dataset: Human Reference Interactome with 51,813 positive PPI pairs across 8,248 proteins, plus equal number of experimentally-validated negative pairs (1) Protein 1 (ENSG00000175029) has sequence MALVDKHKVKRQRLDRICEGIRPQIMNGPLHPRPLVALLDGRDCTVEMPILKDLATVAFCDAQSTQEIHEKVLNEAVGAMMYHTITLTREDLEKFKALRVIVRIGSGYDNVDIKAAGELGIAVCNIPSAAVEETADSTICHILNLYRRNTWLYQALREGTRVQSVEQIREVASGAARIRGETLGLIGFGRTGQAVAVRAKAFGFSVIFYDPYLQDGIERSLGVQRVYTLQDLLYQSDCVSLHCNLNEHNHHLINDFTIKQMRQGAFLVNAARGGLVDEKALAQALKEGRIRGAALDVHES.... Protein 2 (ENSG00000179046) has sequence CFQSQEHKHHMVCGIQEAAENYRKLFQEILNTSREKLEAAKSILTDEQERMAMIQEEEQNFKKMIESEYSMRLRLLNEECEQNLQRQQECISDLNLRETLLNQAIKLATELEEMFQEMLQRLGRVGRENMEKLKESEARASEQVRSLLKLIVELEKKCGEGTLALLKCLDLEIRPPELREMNFCCAEATQSMNAKYSLERSKSLLLEHLEPAHITDLSLCHIRGLSSMFRVLQRHLTLDPETAHPCLALSEDLRTMRLRHGQQDGAGNPERLDFSAMVLAAESFTSGRHYWEVDVEKATR.... Result: 1 (the proteins interact). (2) Protein 2 (ENSG00000105967) has sequence MTLDHQIINPTLKWSQPAVPSGGPLVQHAHTTLDSDAGLTENPLTKLLAIGKEDDNAQWHMEDVIEDIIGMESSFKEEGADSPLLMQRTLSGSILDVYSGEQGISPINMGLTSASCPSSLPMKREITETDTRALAKERQKKDNHNLIERRRRYNINYRIKELGTLIPKSNDPDMRWNKGTILKASVEYIKWLQKEQQRARELEHRQKKLEQANRRLLLRIQELEIQARTHGLPTLASLGTVDLGAHVTKQQSHPEQNSVDYCQQLTVSQGPSPELCDQAIAFSDPLSYFTDLSFSAALKE.... Protein 1 (ENSG00000133665) has sequence METNYLKRCFGNCLAQALAEVAKVRPSDPIEYLAHWLYHYRKTAKAKEENREKKIHLQEEYDSSLKEMEMTEMLKQEEYQIQQNCEKCHKELTSETVSTKKTIFMQEDTNPLEKEALKQEFLPGTSSLIPGMPQQVPPSESAGQIDQNFKMPQEINYKEAFQHEVAHEMPPGSKSPF*MILRPPQQCGTAARMETNYLKRCFGNCLAQALAEVAKVRPSDPIEYLAHWLYHYRKTAKAKEENREKKIHLQEEYDSSLKEMEMTEMLKQEEYQIQQNCEKCHKELTSETVSTKKTIFMQED.... Result: 0 (the proteins do not interact). (3) Protein 1 (ENSG00000113407) has sequence MFEEKASSPSGKMGGEEKPIGAGEEKQKEGGKKKNKEGSGDGGRAELNPWPEYIYTRLEMYNILKAEHDSILAEKAEKDSKPIKVTLPDGKQVDAESWKTTPYQIACGISQGLADNTVIAKVNNVVWDLDRPLEEDCTLELLKFEDEEAQAVYWHSSAHIMGEAMERVYGGCLCYGPPIENGFYYDMYLEEGGVSSNDFSSLEALCKKIIKEKQAFERLEVKKETLLAMFKYNKFKCRILNEKVNTPTTTVYRCGPLIDLCRGPHVRHTGKIKALKIHKNSSTYWEGKADMETLQRIYGI.... Protein 2 (ENSG00000181016) has sequence MTHSSQDTGSCGIQEDGKLYVVDSINDLNKLNLCPAGSQHLFPLEDKIPVLGTNSGNGSRSLFFVGLLIVLIVSLALVFFVIFLIVQTGNKMDDVSRRLTAEGKDIDDLKRINNMIVKRLNQLNQLDSEQN*MTHSSQDTGSCGIQEDGKLYVVDSINDLNKLNLCPAGSQHLFLLRQSSKNFPKRSKEIA*. Result: 0 (the proteins do not interact).